Dataset: Experimentally validated miRNA-target interactions with 360,000+ pairs, plus equal number of negative samples. Task: Binary Classification. Given a miRNA mature sequence and a target amino acid sequence, predict their likelihood of interaction. (1) The miRNA is hsa-miR-500b-5p with sequence AAUCCUUGCUACCUGGGU. The protein sequence of the target gene is MGEKKPEPLDFVKDFQEYLTQQTHHVNMISGSVSGDKEAEALQGAGTDGDQNGLDHPSVEVSLDENSGMLVDGFERTFDGKLKCRYCNYASKGTARLIEHIRIHTGEKPHRCHLCPFASAYERHLEAHMRSHTGEKPYKCELCSFRCSDRSNLSHHRRRKHKMVPIKGTRSSLSSKKMWGVLQKKTSNLGYSRRALINLSPPSMVVQKPDYLNDFTHEIPNIQTDSYESMAKTTPTGGLPRDPQELMVDNPLNQLSTLAGQLSSLPPENQNPASPDVVPCPDEKPFMIQQPSTQAVVSAV.... Result: 1 (interaction). (2) The miRNA is hsa-miR-4252 with sequence GGCCACUGAGUCAGCACCA. The protein sequence of the target gene is MSSKHRICSQEEVVIPCAYDSDSESVDLELSNLEIIKKGSSSIELTDLDIPDIPGLHCEPLSHSPRHLTQQDPLSEAIVEKLIQSIQKVFNGELKGELEKLKFLGDLSSLSQALPYDETAKSFIHSHIADIVHTLNVLVQEERPHSLSSSMRQEVFVTIADLSYQDVHLLLGSEDRAELFSLTIKSIITLPSVRTLTQIQEIMPNGTCNTECLYRQTFQAFSEMLQSLVVKDPHLENLDTIIKLPLRFQRLGHLVALMALLCGDPQEKVAEEAAEGIHSLLHITLRLKYITHDKKDQQNL.... Result: 0 (no interaction). (3) The miRNA is mmu-miR-295-3p with sequence AAAGUGCUACUACUUUUGAGUCU. The protein sequence of the target gene is MNLTEDYMVFEDVAIHFSQEEWGILNDVQRHLHSDVMLENFALLSSVGCWHGAKDEEAPSKQCVSVGVSQVTTLKPALSTQKAQPCETCSSLLKDILHLAEHDGTHPKRTAKLYLHQKEHLREKLTRSDEGRPSFVNDSVHLAKRNLTCMQGGKDFTGDSDLQQQALHSGWKPHRDTHGVEAFQSGQNNYSCTQCGKDFCHQHTLFEHQKIHTEERPYECSECGKLFRYNSDLIKHQRNHTGERPYKCSECGKAFSLKYNVVQHQKIHTGERPYECSECGKAFLRKSHLLQHQRIHTRPR.... Result: 0 (no interaction). (4) The miRNA is hsa-miR-3683 with sequence UGCGACAUUGGAAGUAGUAUCA. The protein sequence of the target gene is MLVIPPGLSEEEEALQKKFNKLKKKKKALLALKKQSSSSTTSQGGVKRSLSEQPVMDTATATEQAKQLVKSGAISAIKAETKNSGFKRSRTLEGKLKDPEKGPVPTFQPFQRSISADDDLQESSRRPQRKSLYESFVSSSDRLRELGPDGEEAEGPGAGDGPPRSFDWGYEERSGAHSSASPPRSRSRDRSHERNRDRDRDRERDRDRDRDRDRERDRDRDRDRDRDRERDRDRERDRDRDREGPFRRSDSFPERRAPRKGNTLYVYGEDMTPTLLRGAFSPFGNIIDLSMDPPRNCAFV.... Result: 1 (interaction). (5) The miRNA is cel-miR-1820-5p with sequence UUUUGAUUGUUUUUCGAUGAUGUUCG. The protein sequence of the target gene is MGFELDRFDGDVDPDLKCALCHKVLEDPLTTPCGHVFCAGCVLPWVVQEGSCPARCRGRLSAKELNHVLPLKRLILKLDIKCAYATRGCGRVVKLQQLPEHLERCDFAPARCRHAGCGQVLLRRDVEAHMRDACDARPVGRCQEGCGLPLTHGEQRAGGHCCARALRAHNGALQARLGALHKALKKEALRAGKREKSLVAQLAAAQLELQMTALRYQKKFTEYSARLDSLSRCVAAPPGGKGEETKSLTLVLHRDSGSLGFNIIGGRPSVDNHDGSSSEGIFVSKIVDSGPAAKEGGLQI.... Result: 0 (no interaction). (6) The miRNA is hsa-miR-6720-3p with sequence CGCGCCUGCAGGAACUGGUAGA. The protein sequence of the target gene is MKMLLLLCLGLTLVCVHAEEASSTGRNFNVEKINGEWHTIILASDKREKIEDNGNFRLFLEQIHVLENSLVLKFHTVRDEECSELSMVADKTEKAGEYSVTYDGFNTFTIPKTDYDNFLMAHLINEKDGETFQLMGLYGREPDLSSDIKERFAQLCEKHGILRENIIDLSNANRCLQARE. Result: 0 (no interaction). (7) The miRNA is hsa-miR-98-5p with sequence UGAGGUAGUAAGUUGUAUUGUU. The protein sequence of the target gene is MAENHCELLSPARGGIGAGLGGGLCRRCSAGLGALAQRPGSVSKWVRLNVGGTYFLTTRQTLCRDPKSFLYRLCQADPDLDSDKDETGAYLIDRDPTYFGPVLNYLRHGKLVINKDLAEEGVLEEAEFYNITSLIKLVKDKIRERDSKTSQVPVKHVYRVLQCQEEELTQMVSTMSDGWKFEQLVSIGSSYNYGNEDQAEFLCVVSKELHNTPYGTASEPSEKAKILQERGSRM. Result: 1 (interaction).